This data is from Full USPTO retrosynthesis dataset with 1.9M reactions from patents (1976-2016). The task is: Predict the reactants needed to synthesize the given product. Given the product [CH3:3][C:4]1([C:9]2[S:13][C:12]([CH2:14][N:15]3[CH:19]=[CH:18][C:17]([NH2:20])=[N:16]3)=[CH:11][CH:10]=2)[O:8][CH2:7][CH2:6][O:5]1, predict the reactants needed to synthesize it. The reactants are: N#N.[CH3:3][C:4]1([C:9]2[S:13][C:12]([CH2:14][N:15]3[CH:19]=[CH:18][C:17]([N+:20]([O-])=O)=[N:16]3)=[CH:11][CH:10]=2)[O:8][CH2:7][CH2:6][O:5]1.[NH4+].[Cl-].